This data is from Forward reaction prediction with 1.9M reactions from USPTO patents (1976-2016). The task is: Predict the product of the given reaction. (1) The product is: [Cl:38][CH2:37][CH2:36][N:12]1[C:11](=[O:13])[N:10]([CH2:14][C:15]([NH:17][CH2:18][C:19]2[CH:24]=[CH:23][CH:22]=[CH:21][C:20]=2[C:25]([F:26])([F:27])[F:28])=[O:16])[N:9]=[C:8]1[C:5]1[CH:6]=[CH:7][C:2]([Cl:1])=[CH:3][CH:4]=1. Given the reactants [Cl:1][C:2]1[CH:7]=[CH:6][C:5]([C:8]2[NH:12][C:11](=[O:13])[N:10]([CH2:14][C:15]([NH:17][CH2:18][C:19]3[CH:24]=[CH:23][CH:22]=[CH:21][C:20]=3[C:25]([F:28])([F:27])[F:26])=[O:16])[N:9]=2)=[CH:4][CH:3]=1.C(=O)([O-])[O-].[Cs+].[Cs+].I[CH2:36][CH2:37][Cl:38], predict the reaction product. (2) Given the reactants [Br:1][C:2]1[CH:3]=[C:4]([C:8]2[N:12](COCC[Si](C)(C)C)[N:11]=[CH:10][N:9]=2)[CH:5]=[CH:6][CH:7]=1.Cl, predict the reaction product. The product is: [Br:1][C:2]1[CH:3]=[C:4]([C:8]2[NH:12][N:11]=[CH:10][N:9]=2)[CH:5]=[CH:6][CH:7]=1.